This data is from Full USPTO retrosynthesis dataset with 1.9M reactions from patents (1976-2016). The task is: Predict the reactants needed to synthesize the given product. (1) The reactants are: [Cl:1][C:2]1[CH:3]=[C:4]([CH:6]=[CH:7][C:8]=1[O:9][C:10]1[CH:15]=[CH:14][C:13]([O:16][CH3:17])=[CH:12][CH:11]=1)[NH2:5].[CH3:18][CH:19]([C:25]([CH3:27])=O)[C:20](OCC)=[O:21].ClC1C(OC2C=CC(OC)=CC=2)=CC=C2C=1C(O)=C(C)C(C)=N2. Given the product [Cl:1][C:2]1[CH:3]=[C:4]2[C:6]([C:20]([OH:21])=[C:19]([CH3:18])[C:25]([CH3:27])=[N:5]2)=[CH:7][C:8]=1[O:9][C:10]1[CH:15]=[CH:14][C:13]([O:16][CH3:17])=[CH:12][CH:11]=1, predict the reactants needed to synthesize it. (2) Given the product [CH3:50][O:49][C:47](=[O:48])[O:35][C:32]1[CH:33]=[CH:34][C:29]([N:7]([CH2:6][C:5]2[CH:36]=[CH:37][CH:38]=[C:3]([C:1]#[N:2])[CH:4]=2)[CH:8]2[CH2:13][CH2:12][N:11]([CH:14]([CH3:28])[CH2:15][CH2:16][NH:17][C:18](=[O:27])[C:19]3[C:24]([CH3:25])=[CH:23][CH:22]=[CH:21][C:20]=3[CH3:26])[CH2:10][CH2:9]2)=[CH:30][CH:31]=1, predict the reactants needed to synthesize it. The reactants are: [C:1]([C:3]1[CH:4]=[C:5]([CH:36]=[CH:37][CH:38]=1)[CH2:6][N:7]([C:29]1[CH:34]=[CH:33][C:32]([OH:35])=[CH:31][CH:30]=1)[CH:8]1[CH2:13][CH2:12][N:11]([CH:14]([CH3:28])[CH2:15][CH2:16][NH:17][C:18](=[O:27])[C:19]2[C:24]([CH3:25])=[CH:23][CH:22]=[CH:21][C:20]=2[CH3:26])[CH2:10][CH2:9]1)#[N:2].CCN(CC)CC.Cl[C:47]([O:49][CH3:50])=[O:48].